This data is from Catalyst prediction with 721,799 reactions and 888 catalyst types from USPTO. The task is: Predict which catalyst facilitates the given reaction. (1) Reactant: [O-]CC.[K+].C(OCC)(=O)C(OCC)=O.[F:15][C:16]([F:31])([F:30])[C:17](Cl)=[N:18][C:19]1[CH:24]=[CH:23][CH:22]=[C:21]([N+:25]([O-:27])=[O:26])[C:20]=1[CH3:28]. Product: [N+:25]([C:21]1[CH:22]=[CH:23][CH:24]=[C:19]2[C:20]=1[CH:28]=[C:17]([C:16]([F:31])([F:30])[F:15])[NH:18]2)([O-:27])=[O:26]. The catalyst class is: 9. (2) Reactant: [CH:1]([C:3]1[NH:4][C:5]2[C:10]([CH:11]=1)=[CH:9][C:8]([C:12]#[N:13])=[CH:7][CH:6]=2)=O.[CH2:14]([O:16][C:17](=[O:38])[CH:18]=P(C1C=CC=CC=1)(C1C=CC=CC=1)C1C=CC=CC=1)[CH3:15]. Product: [C:12]([C:8]1[CH:9]=[C:10]2[C:5](=[CH:6][CH:7]=1)[NH:4][C:3](/[CH:1]=[CH:18]/[C:17]([O:16][CH2:14][CH3:15])=[O:38])=[CH:11]2)#[N:13]. The catalyst class is: 10. (3) Reactant: [Cl:1][C:2]1[C:7]([F:8])=[C:6](Cl)[N:5]=[C:4]([C:10]2[CH:15]=[CH:14][C:13]([O:16][CH3:17])=[CH:12][N:11]=2)[N:3]=1.[CH3:18][O-:19].[Na+].Cl. Product: [Cl:1][C:2]1[C:7]([F:8])=[C:6]([O:19][CH3:18])[N:5]=[C:4]([C:10]2[CH:15]=[CH:14][C:13]([O:16][CH3:17])=[CH:12][N:11]=2)[N:3]=1. The catalyst class is: 7. (4) Product: [C:1]([OH:7])([C:3]([F:6])([F:5])[F:4])=[O:2].[OH2:19].[CH3:8][C:9]1[CH:14]=[C:13]([CH3:15])[CH:12]=[C:11]([CH3:16])[C:10]=1[NH:17][C:18]([NH:20][C:21]1[C:22]([C:31]([N:33]2[CH2:44][CH2:43][CH2:42][C@@H:34]2[C:35]([OH:37])=[O:36])=[O:32])=[CH:23][C:24]2[C:29]([CH:30]=1)=[CH:28][CH:27]=[CH:26][CH:25]=2)=[O:19]. Reactant: [C:1]([OH:7])([C:3]([F:6])([F:5])[F:4])=[O:2].[CH3:8][C:9]1[CH:14]=[C:13]([CH3:15])[CH:12]=[C:11]([CH3:16])[C:10]=1[NH:17][C:18]([NH:20][C:21]1[C:22]([C:31]([N:33]2[CH2:44][CH2:43][CH2:42][C@@H:34]2[C:35]([O:37]C(C)(C)C)=[O:36])=[O:32])=[CH:23][C:24]2[C:29]([CH:30]=1)=[CH:28][CH:27]=[CH:26][CH:25]=2)=[O:19].[OH-].[Na+].CC#N. The catalyst class is: 124. (5) Reactant: [OH-:1].[K+].[CH3:3][C:4]1[NH:8][C:7](=[O:9])[N:6]([C:10]2[CH:15]=[CH:14][C:13]([S:16][C:17]3[CH:18]=[C:19]([C:23]4([C:29](N)=[O:30])[CH2:28][CH2:27][O:26][CH2:25][CH2:24]4)[CH:20]=[CH:21][CH:22]=3)=[CH:12][CH:11]=2)[N:5]=1. Product: [CH3:3][C:4]1[NH:8][C:7](=[O:9])[N:6]([C:10]2[CH:15]=[CH:14][C:13]([S:16][C:17]3[CH:18]=[C:19]([C:23]4([C:29]([OH:1])=[O:30])[CH2:24][CH2:25][O:26][CH2:27][CH2:28]4)[CH:20]=[CH:21][CH:22]=3)=[CH:12][CH:11]=2)[N:5]=1. The catalyst class is: 111. (6) The catalyst class is: 12. Reactant: [OH:1][C:2]([CH3:35])([CH3:34])[CH2:3][C@@:4]1([C:28]2[CH:33]=[CH:32][CH:31]=[CH:30][CH:29]=2)[O:9][C:8](=[O:10])[N:7]([C@H:11]([C:13]2[CH:18]=[CH:17][C:16](B3OC(C)(C)C(C)(C)O3)=[CH:15][CH:14]=2)[CH3:12])[CH2:6][CH2:5]1.Br[C:37]1[CH:38]=[CH:39][C:40](=[O:46])[N:41]([CH:43]2[CH2:45][CH2:44]2)[CH:42]=1.C([O-])([O-])=O.[Cs+].[Cs+]. Product: [CH:43]1([N:41]2[C:40](=[O:46])[CH:39]=[CH:38][C:37]([C:16]3[CH:15]=[CH:14][C:13]([C@@H:11]([N:7]4[CH2:6][CH2:5][C@:4]([CH2:3][C:2]([OH:1])([CH3:34])[CH3:35])([C:28]5[CH:33]=[CH:32][CH:31]=[CH:30][CH:29]=5)[O:9][C:8]4=[O:10])[CH3:12])=[CH:18][CH:17]=3)=[CH:42]2)[CH2:45][CH2:44]1.